Dataset: Reaction yield outcomes from USPTO patents with 853,638 reactions. Task: Predict the reaction yield, written as a fraction of the theoretical maximum amount of product (1.0 means a 100% yield; for example, 0.34 means a 34% yield). (1) The reactants are [Cl:1][C:2]1[CH:3]=[C:4]([C@H:13]([NH:16][S@@](C(C)(C)C)=O)[CH2:14][CH3:15])[CH:5]=[CH:6][C:7]=1[O:8][C:9]([F:12])([F:11])[F:10].C(Cl)Cl.Cl.O1CCOCC1. The catalyst is CCOCC. The product is [ClH:1].[Cl:1][C:2]1[CH:3]=[C:4]([C@H:13]([NH2:16])[CH2:14][CH3:15])[CH:5]=[CH:6][C:7]=1[O:8][C:9]([F:11])([F:12])[F:10]. The yield is 0.880. (2) The reactants are Cl.[Cl:2][C:3]1[CH:8]=[CH:7][C:6]([N:9]2[CH2:14][CH2:13][CH:12]([C:15]([OH:17])=O)[CH2:11][CH2:10]2)=[CH:5][C:4]=1[C:18]1[NH:26][C:21]2[CH:22]=[N:23][CH:24]=[CH:25][C:20]=2[N:19]=1.CN(C(ON1N=N[C:37]2[CH:38]=[CH:39][CH:40]=[N:41][C:36]1=2)=[N+](C)C)C.F[P-](F)(F)(F)(F)F.C(N(CC)CC)C.N1CCCCC1. The catalyst is ClCCl. The product is [Cl:2][C:3]1[CH:8]=[CH:7][C:6]([N:9]2[CH2:14][CH2:13][CH:12]([C:15]([N:41]3[CH2:36][CH2:37][CH2:38][CH2:39][CH2:40]3)=[O:17])[CH2:11][CH2:10]2)=[CH:5][C:4]=1[C:18]1[NH:26][C:21]2[CH:22]=[N:23][CH:24]=[CH:25][C:20]=2[N:19]=1. The yield is 0.370. (3) The reactants are [C:1]([Si:5]([CH3:13])([CH3:12])[O:6][CH2:7][CH2:8][CH:9]1[CH2:11][O:10]1)([CH3:4])([CH3:3])[CH3:2].C([O:16][C:17](=O)[NH2:18])C.[N+](C1C=CC(C(O)=O)=CC=1)([O-])=O.[H-].[Na+]. No catalyst specified. The product is [C:1]([Si:5]([CH3:12])([CH3:13])[O:6][CH2:7][CH2:8][C@@H:9]1[O:10][C:17](=[O:16])[NH:18][CH2:11]1)([CH3:2])([CH3:3])[CH3:4]. The yield is 0.110. (4) The product is [CH3:16][N:15]1[C:3]2[C:2](=[O:56])[C:11]3[CH:10]=[C:9](/[CH:19]=[CH:18]/[C:17]([O:21][CH2:22][CH3:23])=[O:20])[CH:8]=[CH:7][C:6]=3[NH:5][C:4]=2[CH:13]=[N:14]1. The reactants are Cl[C:2]1[C:11]2[CH:10]=[C:9](Br)[CH:8]=[CH:7][C:6]=2[N:5]=[C:4]2[CH:13]=[N:14][N:15]([CH3:16])[C:3]=12.[C:17]([O:21][CH2:22][CH3:23])(=[O:20])[CH:18]=[CH2:19].C(N(CC)CC)C.C1(C)C=CC=CC=1P(C1C=CC=CC=1C)C1C=CC=CC=1C.CN(C)C=[O:56]. The yield is 0.740. The catalyst is C([O-])(=O)C.[Pd+2].C([O-])(=O)C. (5) The reactants are C([Li])(C)(C)C.Br[C:7]1[CH:12]=[CH:11][C:10]([O:13][CH:14]([CH3:16])[CH3:15])=[C:9]([O:17][CH3:18])[CH:8]=1.[C:19](=[O:21])=[O:20].O. The catalyst is C1COCC1. The product is [CH:14]([O:13][C:10]1[CH:11]=[CH:12][C:7]([C:19]([OH:21])=[O:20])=[CH:8][C:9]=1[O:17][CH3:18])([CH3:16])[CH3:15]. The yield is 0.850. (6) The reactants are [CH3:1][C:2]1[CH:12]=[C:11]([CH:13]=[CH2:14])[CH:10]=[CH:9][C:3]=1[C:4]([O:6][CH2:7][CH3:8])=[O:5].Br[CH:16]([C:21]1[CH:26]=[C:25]([Cl:27])[CH:24]=[C:23]([Cl:28])[CH:22]=1)[C:17]([F:20])([F:19])[F:18].N1C=CC=CC=1C1C=CC=CN=1. The catalyst is ClC1C=CC=CC=1Cl.Cl[Cu]. The product is [Cl:27][C:25]1[CH:26]=[C:21]([CH:16]([C:17]([F:20])([F:18])[F:19])/[CH:14]=[CH:13]/[C:11]2[CH:10]=[CH:9][C:3]([C:4]([O:6][CH2:7][CH3:8])=[O:5])=[C:2]([CH3:1])[CH:12]=2)[CH:22]=[C:23]([Cl:28])[CH:24]=1. The yield is 0.400.